The task is: Predict the product of the given reaction.. This data is from Forward reaction prediction with 1.9M reactions from USPTO patents (1976-2016). (1) Given the reactants [CH2:1]([NH:8][CH:9]([CH3:15])[C:10]([O:12][CH2:13][CH3:14])=[O:11])[C:2]1[CH:7]=[CH:6][CH:5]=[CH:4][CH:3]=1.[CH3:16][O:17][C:18](=[O:23])[CH2:19][CH2:20][CH:21]=O.[BH-](OC(C)=O)(OC(C)=O)OC(C)=O.[Na+], predict the reaction product. The product is: [CH2:1]([N:8]([CH:9]([CH3:15])[C:10]([O:12][CH2:13][CH3:14])=[O:11])[CH2:21][CH2:20][CH2:19][C:18]([O:17][CH3:16])=[O:23])[C:2]1[CH:7]=[CH:6][CH:5]=[CH:4][CH:3]=1. (2) Given the reactants [ClH:1].[Br:2][C:3]1[C:7]([C:8]#[N:9])=[N:6][N:5]([CH2:10][CH2:11][CH3:12])[C:4]=1[CH2:13][C:14]1([F:27])[CH2:19][CH2:18][N:17](C(OC(C)(C)C)=O)[CH2:16][CH2:15]1, predict the reaction product. The product is: [ClH:1].[Br:2][C:3]1[C:7]([C:8]#[N:9])=[N:6][N:5]([CH2:10][CH2:11][CH3:12])[C:4]=1[CH2:13][C:14]1([F:27])[CH2:15][CH2:16][NH:17][CH2:18][CH2:19]1.